Dataset: hERG potassium channel inhibition data for cardiac toxicity prediction from Karim et al.. Task: Regression/Classification. Given a drug SMILES string, predict its toxicity properties. Task type varies by dataset: regression for continuous values (e.g., LD50, hERG inhibition percentage) or binary classification for toxic/non-toxic outcomes (e.g., AMES mutagenicity, cardiotoxicity, hepatotoxicity). Dataset: herg_karim. (1) The drug is N#Cc1cnc(C(=O)Nc2ccc(C3CCN(C(=O)NCCO)CC3)cc2C2=CCCCC2)[nH]1. The result is 0 (non-blocker). (2) The molecule is COc1nccnc1[C@H](C)C1=C(CCN(C)C)Cc2ccccc21. The result is 1 (blocker).